From a dataset of Reaction yield outcomes from USPTO patents with 853,638 reactions. Predict the reaction yield, written as a fraction of the theoretical maximum amount of product (1.0 means a 100% yield; for example, 0.34 means a 34% yield). The reactants are [F:1][C:2]1[CH:7]=[CH:6][C:5]([C:8]2[C:12]([C:13]([C:15]3[C:23]4[C:18](=[CH:19][C:20]([C:24](O)=[O:25])=[CH:21][CH:22]=4)[NH:17][CH:16]=3)=[O:14])=[C:11]([CH3:27])[O:10][N:9]=2)=[CH:4][CH:3]=1.CN(C)CCCN=C=NCC.O[N:40]1[C:44]2[CH:45]=[CH:46][CH:47]=CC=2N=N1.CCN(CC)CC.C1(N)CC1. The catalyst is CN(C=O)C. The product is [CH:45]1([CH2:44][NH:40][C:24]([C:20]2[CH:19]=[C:18]3[C:23]([C:15]([C:13]([C:12]4[C:8]([C:5]5[CH:4]=[CH:3][C:2]([F:1])=[CH:7][CH:6]=5)=[N:9][O:10][C:11]=4[CH3:27])=[O:14])=[CH:16][NH:17]3)=[CH:22][CH:21]=2)=[O:25])[CH2:47][CH2:46]1. The yield is 0.720.